From a dataset of Forward reaction prediction with 1.9M reactions from USPTO patents (1976-2016). Predict the product of the given reaction. (1) Given the reactants NC1C=CC(N2CCC[C@H](C(N3CCN(C)CC3)=O)C2)=CC=1OC.[CH3:25][O:26][C:27]1[CH:28]=[C:29]([N:36]2[CH2:45][CH2:44][C:39]3([O:43][CH2:42][CH2:41][O:40]3)[CH2:38][CH2:37]2)[CH:30]=[CH:31][C:32]=1[N+:33]([O-])=O, predict the reaction product. The product is: [O:40]1[C:39]2([CH2:44][CH2:45][N:36]([C:29]3[CH:30]=[CH:31][C:32]([NH2:33])=[C:27]([O:26][CH3:25])[CH:28]=3)[CH2:37][CH2:38]2)[O:43][CH2:42][CH2:41]1. (2) Given the reactants [CH2:1]([O:3][C:4]([C:6]1[C:10]([C:11]2[CH:16]=[CH:15][CH:14]=[C:13]([CH3:17])[CH:12]=2)=[CH:9][S:8][C:7]=1[NH2:18])=[O:5])[CH3:2].[C:19]1(=O)[O:24][C:22](=[O:23])[C:21]2=[CH:25][CH:26]=[CH:27][CH:28]=[C:20]12, predict the reaction product. The product is: [CH2:1]([O:3][C:4]([C:6]1[C:10]([C:11]2[CH:16]=[CH:15][CH:14]=[C:13]([CH3:17])[CH:12]=2)=[CH:9][S:8][C:7]=1[N:18]1[C:22](=[O:23])[C:21]2[C:20](=[CH:28][CH:27]=[CH:26][CH:25]=2)[C:19]1=[O:24])=[O:5])[CH3:2]. (3) Given the reactants C([BH-]([CH2:6][CH3:7])CC)C.[Li+].ClC1C=C(C=CC=1)[O:13][CH2:14][C@@H:15]1[N:19]([CH3:20])[C:18](=[O:21])[CH2:17][C@@H:16]1[C:22]1[CH:27]=[CH:26][CH:25]=[CH:24][CH:23]=1.C([C@@H]1N(C)C(=O)C[C@@H]1[C:40]1[CH:45]=[CH:44][CH:43]=CC=1)=O.C1([C:52]2[S:53][CH:54]=[CH:55][CH:56]=2)C=CC=CC=1.[Li]CCCC.O[C@H](C1SC(C2C=CC=CC=2)=CC=1)[C@@H]1[N:68](C)C(=O)C[C@@H]1C1C=CC([N+]([O-])=O)=CC=1.O.O.[Sn](Cl)Cl.C([O-])(O)=O.[Na+], predict the reaction product. The product is: [OH:13][C@H:14]([C:52]1[S:53][C:54]([C:7]2[CH:6]=[CH:43][CH:44]=[CH:45][CH:40]=2)=[CH:55][CH:56]=1)[C@@H:15]1[N:19]([CH3:20])[C:18](=[O:21])[CH2:17][C@@H:16]1[C:22]1[CH:23]=[CH:24][C:25]([NH2:68])=[CH:26][CH:27]=1. (4) Given the reactants [NH2:1][C:2]1[CH:7]=[CH:6][C:5]([CH2:8][OH:9])=[C:4]([Cl:10])[CH:3]=1, predict the reaction product. The product is: [NH2:1][C:2]1[CH:7]=[CH:6][C:5]([CH:8]=[O:9])=[C:4]([Cl:10])[CH:3]=1. (5) Given the reactants [CH2:1]([O:3][C:4]1[CH:5]=[CH:6][C:7]2[C:16]3[C:11](=[C:12]([F:18])[C:13]([OH:17])=[CH:14][CH:15]=3)[O:10][CH2:9][C:8]=2[C:19]=1[F:20])[CH3:2].[CH:21]([C@H:23]1[CH2:28][CH2:27][C@H:26]([CH2:29]I)[CH2:25][CH2:24]1)=[CH2:22].C(=O)([O-])[O-].[K+].[K+], predict the reaction product. The product is: [CH2:1]([O:3][C:4]1[CH:5]=[CH:6][C:7]2[C:16]3[C:11](=[C:12]([F:18])[C:13]([O:17][CH2:29][C@H:26]4[CH2:27][CH2:28][C@H:23]([CH:21]=[CH2:22])[CH2:24][CH2:25]4)=[CH:14][CH:15]=3)[O:10][CH2:9][C:8]=2[C:19]=1[F:20])[CH3:2]. (6) Given the reactants C(OC(C1C(=O)NC2C=CSC=2C=1Cl)=O)C.[CH3:17][O:18][C:19]([C:21]1[S:22][CH:23]=[CH:24][C:25]=1[NH2:26])=[O:20].[CH3:27][O:28][C:29]1[CH:36]=[CH:35][C:32]([CH2:33]Cl)=[CH:31][CH:30]=1, predict the reaction product. The product is: [CH3:27][O:28][C:29]1[CH:36]=[CH:35][C:32]([CH2:33][NH:26][C:25]2[CH:24]=[CH:23][S:22][C:21]=2[C:19]([O:18][CH3:17])=[O:20])=[CH:31][CH:30]=1. (7) Given the reactants O.[I-:2].[I-].[I-].[I-].[CH2:6]([C:8]1[C:21]2[C:12](=[S+:13][C:14]3[C:19]([N:20]=2)=[C:18]([CH2:22][CH3:23])[CH:17]=[CH:16][CH:15]=3)[CH:11]=[CH:10][CH:9]=1)[CH3:7].C(C1C2C(=[S+]C3C(N=2)=C(CC)C=CC=3)C=CC=1)C.C(C1C2C(=[S+]C3C(N=2)=C(CC)C=CC=3)C=CC=1)C.C(C1C2C(=[S+]C3C(N=2)=C(CC)C=CC=3)C=CC=1)C.Cl.[F:79][C:80]([F:92])([F:91])[S:81]([NH:84][CH:85]1[CH2:90][CH2:89][NH:88][CH2:87][CH2:86]1)(=[O:83])=[O:82].C(N(CC)CC)C.[NH:100]1[CH2:105][CH2:104][O:103][CH2:102][CH2:101]1, predict the reaction product. The product is: [I-:2].[CH2:22]([C:18]1[C:19]2[C:14](=[S+:13][C:12]3[C:21]([N:20]=2)=[C:8]([CH2:6][CH3:7])[CH:9]=[C:10]([N:88]2[CH2:89][CH2:90][CH:85]([NH:84][S:81]([C:80]([F:79])([F:91])[F:92])(=[O:83])=[O:82])[CH2:86][CH2:87]2)[CH:11]=3)[CH:15]=[C:16]([N:100]2[CH2:105][CH2:104][O:103][CH2:102][CH2:101]2)[CH:17]=1)[CH3:23]. (8) Given the reactants [CH3:1][N:2]1[C:6]([C:7]2[S:8][C:9]3[N:10]=[CH:11][N:12]=[C:13]([NH2:16])[C:14]=3[N:15]=2)=[C:5]([C:17]2[CH:22]=[CH:21][CH:20]=[CH:19][CH:18]=2)[N:4]=[C:3]1[C:23]#[C:24][Si](C)(C)C.O.C(=O)([O-])[O-].[K+].[K+].Cl, predict the reaction product. The product is: [C:23]([C:3]1[N:2]([CH3:1])[C:6]([C:7]2[S:8][C:9]3[N:10]=[CH:11][N:12]=[C:13]([NH2:16])[C:14]=3[N:15]=2)=[C:5]([C:17]2[CH:18]=[CH:19][CH:20]=[CH:21][CH:22]=2)[N:4]=1)#[CH:24].